This data is from Full USPTO retrosynthesis dataset with 1.9M reactions from patents (1976-2016). The task is: Predict the reactants needed to synthesize the given product. (1) Given the product [CH3:37][Si:38]([C:41]#[C:42][C:2]1[CH:3]=[CH:4][C:5]2[CH:9]=[CH:8][S:7][C:6]=2[CH:10]=1)([CH3:40])[CH3:39], predict the reactants needed to synthesize it. The reactants are: Br[C:2]1[CH:3]=[CH:4][C:5]2[CH:9]=[CH:8][S:7][C:6]=2[CH:10]=1.C1(P(C2C=CC=CC=2)C2C=CC=CC=2)C=CC=CC=1.C(N(CC)CC)C.[CH3:37][Si:38]([C:41]#[CH:42])([CH3:40])[CH3:39]. (2) Given the product [Br:1][C:2]1[C:3]([N:9]2[C:15]([CH3:16])=[CH:14][CH:10]=[C:11]2[CH3:13])=[N:4][CH:5]=[C:6]([Br:8])[N:7]=1, predict the reactants needed to synthesize it. The reactants are: [Br:1][C:2]1[C:3]([NH2:9])=[N:4][CH:5]=[C:6]([Br:8])[N:7]=1.[CH2:10]([CH2:14][C:15](=O)[CH3:16])[C:11]([CH3:13])=O.C1(C)C=CC(S(O)(=O)=O)=CC=1. (3) Given the product [F:5][C:6]1[N:7]=[CH:8][C:9]([CH2:10][OH:11])=[CH:12][CH:13]=1, predict the reactants needed to synthesize it. The reactants are: [BH4-].[Na+].CO.[F:5][C:6]1[CH:13]=[CH:12][C:9]([CH:10]=[O:11])=[CH:8][N:7]=1. (4) Given the product [NH2:1][C:2]1[N:3]([CH3:24])[C:4](=[O:23])[C:5]2([C:15]3[C:10](=[CH:11][CH:12]=[C:13]([C:33]4[CH:34]=[C:29]([CH:30]=[CH:31][CH:32]=4)[C:27]([N:26]([CH3:38])[CH3:25])=[O:28])[CH:14]=3)[O:9][CH:8]([C:17]3[CH:22]=[CH:21][CH:20]=[CH:19][CH:18]=3)[CH2:7]2)[N:6]=1, predict the reactants needed to synthesize it. The reactants are: [NH2:1][C:2]1[N:3]([CH3:24])[C:4](=[O:23])[C:5]2([C:15]3[C:10](=[CH:11][CH:12]=[C:13](Br)[CH:14]=3)[O:9][CH:8]([C:17]3[CH:22]=[CH:21][CH:20]=[CH:19][CH:18]=3)[CH2:7]2)[N:6]=1.[CH3:25][N:26]([CH3:38])[C:27]([C:29]1[CH:30]=[C:31](B(O)O)[CH:32]=[CH:33][CH:34]=1)=[O:28]. (5) Given the product [NH2:4][C:5]1[N:10]=[C:9]([C:11]2[O:15][N:14]=[C:13]([C:16]3[CH:21]=[CH:20][C:19]([S:22]([NH:25][C:26]4[CH:27]=[C:28]([NH:32][C:33]([C:35]5([CH3:38])[CH2:36][CH2:37]5)=[O:34])[CH:29]=[CH:30][CH:31]=4)(=[O:24])=[O:23])=[CH:18][CH:17]=3)[N:12]=2)[CH:8]=[CH:7][CH:6]=1, predict the reactants needed to synthesize it. The reactants are: C([NH:4][C:5]1[N:10]=[C:9]([C:11]2[O:15][N:14]=[C:13]([C:16]3[CH:21]=[CH:20][C:19]([S:22]([NH:25][C:26]4[CH:27]=[C:28]([NH:32][C:33]([C:35]5([CH3:38])[CH2:37][CH2:36]5)=[O:34])[CH:29]=[CH:30][CH:31]=4)(=[O:24])=[O:23])=[CH:18][CH:17]=3)[N:12]=2)[CH:8]=[CH:7][CH:6]=1)(=O)C.[OH-].[Na+].Cl.